Dataset: Blood-brain barrier penetration binary classification data from Martins et al.. Task: Regression/Classification. Given a drug SMILES string, predict its absorption, distribution, metabolism, or excretion properties. Task type varies by dataset: regression for continuous measurements (e.g., permeability, clearance, half-life) or binary classification for categorical outcomes (e.g., BBB penetration, CYP inhibition). Dataset: bbb_martins. (1) The drug is CC(C)n1c(=O)c2c(-c3noc(C4CC4)n3)ncn2c2ccccc21. The result is 1 (penetrates BBB). (2) The drug is CC(C)c1nc(-c2ncn3c2CN(C)C(=O)c2c(Cl)cccc2-3)no1. The result is 1 (penetrates BBB). (3) The compound is Cn1c(=O)[nH]c2ncn(C)c2c1=O. The result is 1 (penetrates BBB). (4) The molecule is CCOC(=O)C1(c2cccc(O)c2)CCN(C)CC1. The result is 1 (penetrates BBB). (5) The drug is CC/C(=C(/CC)c1ccc(O)cc1)c1ccc(O)cc1. The result is 0 (does not penetrate BBB). (6) The drug is CN1C(=O)CCC1c1cccnc1. The result is 1 (penetrates BBB). (7) The compound is CCc1ccccc1-n1c(C)nc2ccccc2c1=O. The result is 1 (penetrates BBB).